From a dataset of Catalyst prediction with 721,799 reactions and 888 catalyst types from USPTO. Predict which catalyst facilitates the given reaction. (1) Reactant: [F:1][C:2]1[CH:3]=[C:4]([N+:9]([O-:11])=[O:10])[CH:5]=[CH:6][C:7]=1F.[CH2:12]([CH2:14][NH2:15])[OH:13]. Product: [F:1][C:2]1[CH:3]=[C:4]([N+:9]([O-:11])=[O:10])[CH:5]=[CH:6][C:7]=1[NH:15][CH2:14][CH2:12][OH:13]. The catalyst class is: 10. (2) Reactant: [OH:1]O.[O:3]=[C:4]1[C:12]2[C:7](=[CH:8][CH:9]=[CH:10][CH:11]=2)[C:6](=[O:13])[N:5]1[CH2:14][C:15]1[CH:20]=[C:19](B(O)O)[C:18]([F:24])=[CH:17][N:16]=1. Product: [F:24][C:18]1[C:19]([OH:1])=[CH:20][C:15]([CH2:14][N:5]2[C:4](=[O:3])[C:12]3[C:7](=[CH:8][CH:9]=[CH:10][CH:11]=3)[C:6]2=[O:13])=[N:16][CH:17]=1. The catalyst class is: 21. (3) Reactant: [CH3:1][N:2]1[CH:7]=[C:6]([CH2:8][C:9]2[CH:10]=[N:11][CH:12]=[N:13][CH:14]=2)[C:5](=[O:15])[N:4]=[C:3]1SC.[Cl:18][C:19]1[CH:35]=[CH:34][C:22]([O:23][C:24]2[CH:29]=[CH:28][C:27]([CH2:30][CH2:31][NH:32][CH3:33])=[CH:26][CH:25]=2)=[CH:21][C:20]=1[C:36]([F:39])([F:38])[F:37]. Product: [Cl:18][C:19]1[CH:35]=[CH:34][C:22]([O:23][C:24]2[CH:29]=[CH:28][C:27]([CH2:30][CH2:31][N:32]([CH3:33])[C:3]3[N:2]([CH3:1])[CH:7]=[C:6]([CH2:8][C:9]4[CH:10]=[N:11][CH:12]=[N:13][CH:14]=4)[C:5](=[O:15])[N:4]=3)=[CH:26][CH:25]=2)=[CH:21][C:20]=1[C:36]([F:37])([F:38])[F:39]. The catalyst class is: 8.